The task is: Predict the reaction yield, written as a fraction of the theoretical maximum amount of product (1.0 means a 100% yield; for example, 0.34 means a 34% yield).. This data is from Reaction yield outcomes from USPTO patents with 853,638 reactions. The reactants are Cl[S:2]([C:5]1[CH:6]=[C:7]2[C:11](=[CH:12][CH:13]=1)[NH:10][C:9](=[O:14])[CH2:8]2)(=[O:4])=[O:3].[NH:15]1[CH2:20][CH2:19][O:18][CH2:17][CH2:16]1. The catalyst is ClCCl. The product is [O:18]1[CH2:19][CH2:20][N:15]([S:2]([C:5]2[CH:6]=[C:7]3[C:11](=[CH:12][CH:13]=2)[NH:10][C:9](=[O:14])[CH2:8]3)(=[O:4])=[O:3])[CH2:16][CH2:17]1. The yield is 0.740.